From a dataset of Experimentally validated miRNA-target interactions with 360,000+ pairs, plus equal number of negative samples. Binary Classification. Given a miRNA mature sequence and a target amino acid sequence, predict their likelihood of interaction. (1) The miRNA is hsa-miR-3619-5p with sequence UCAGCAGGCAGGCUGGUGCAGC. The protein sequence of the target gene is MDESSELGVLETMETLTELGDELTLGDIDEMLQFVSNQVGEFPDLFSEQLCSSFPGGGSNGGSGNNSSGRGNNGGATDPAVQRSFSQVPLSTFSPSAASPQAPALQVKVSPTPPRATPVLQPRPQPQPQPPAQLQQQTVMITPTFSTAPQTRIIQQPLIYQNAATSFQVLQPQVQSLVTSPQVQPVTIQQQVQTVQAQRVLTQTANGTLQTLAPATVQTVAAPQVQQVPVLVQPQIIKTDSLVLTTLKTDGSPVMAAVQNPALTALTAPIQTAALQVPTLVGSNGTILTTMPVMMGQEKV.... Result: 0 (no interaction). (2) The miRNA is hsa-miR-4653-3p with sequence UGGAGUUAAGGGUUGCUUGGAGA. The protein sequence of the target gene is MRLAGPLRIVVLVVSVGVTWIVVSILLGGPGSGFPRIQQLFTSPESSVTAAPRARKYKCGLPQPCPEEHLAFRVVSGAANVIGPKICLEDKMLMSSVKDNVGRGLNIALVNGVSGELIEARAFDMWAGDVNDLLKFIRPLHEGTLVFVASYDDPATKMNEETRKLFSELGSRNAKELAFRDSWVFVGAKGVQNKSPFEQHVKNSKHSNKYEGWPEALEMEGCIPRRSTAS. Result: 0 (no interaction). (3) The miRNA is hsa-miR-124-3p with sequence UAAGGCACGCGGUGAAUGCCAA. The protein sequence of the target gene is MCCNYYRNCCGGCGYGSGWSSGCGYGCGYGCGYGSGCRYGSGYGTGCGYGCGYGSGCGYGCGYSSSCCGYRPLCYRRCYSSCY. Result: 0 (no interaction). (4) The protein sequence of the target gene is MLSEVLLVSAPGKVILHGEHAVVHGKVALAVSLNLRTFLRLQPHSNGKVDLSLPNIGIKRAWDVARLQSLDTSFLEQGDVTTPTSEQVEKLKEVAGLPDDCAVTERLAVLAFLYLYLSICRKQRALPSLDIVVWSELPPGAGLGSSAAYSVCLAAALLTVCEEIPNPLKDGDCVNRWTKEDLELINKWAFQGERMIHGNPSGVDNAVSTWGGALRYHQGKISSLKRSPALQILLTNTKVPRNTRALVAGVRNRLLKFPEIVAPLLTSIDAISLECERVLGEMGEAPAPEQYLVLEELIDM.... The miRNA is hsa-miR-208b-3p with sequence AUAAGACGAACAAAAGGUUUGU. Result: 0 (no interaction). (5) The miRNA is mmu-miR-511-5p with sequence AUGCCUUUUGCUCUGCACUCA. The protein sequence of the target gene is MDQKLSQLIEELTTSGESQLNAQKMKELKKICKSSEEQLSHAYRLLITQLTQGHAEIRLSAFQIVDELFTRSHQFRMLLVSDFQEFLELTLGTDSDRPLPPPREAAQRLRQAAMQAVEGWNEKFGQAYKKLALGYHFLKHTKKVDFRDINVRTVAERKREEEKQKHLDKIHRESADRAKREMEEMYDEIECCLTEVENCFKLLVPLDFVPCPEDKFFGEASSMTEGYAPCPLSPDLATPRESGLSGPQDEEQPCCSKDLVASAYHVGSVVGLKALPQTAMKDSSRDEDEPSDPDDFLRSH.... Result: 1 (interaction). (6) The miRNA is mmu-miR-363-3p with sequence AAUUGCACGGUAUCCAUCUGUA. The protein sequence of the target gene is MECPHLSSSVCIAPDSAKFPNGSPSSWCCSVCRSNKSPWVCLTCSSVHCGRYVNGHAKKHYEDAQVPLTNHKKSEKQDKVQHTVCMDCSSYSTYCYRCDDFVVNDTKLGLVQKVREHLQNLENSAFTADRHKKRKLLENSTLNSKLLKVNGSTTAICATGLRNLGNTCFMNAILQSLSNIEQFCCYFKELPAVELRNGKTAGRRTYHTRSQGDNNVSLVEEFRKTLCALWQGSQTAFSPESLFYVVWKIMPNFRGYQQQDAHEFMRYLLDHLHLELQGGFNGVSRSAILQENSTLSASNK.... Result: 0 (no interaction). (7) The miRNA is hsa-miR-6511a-5p with sequence CAGGCAGAAGUGGGGCUGACAGG. The protein sequence of the target gene is MTMAAAAVVARGAGARAATAAALRGGCGTAARGRPCAGPARPLCTAPGTAPDMKRYLWERYREAKRSTEELVPSIMSNLLNPDAIFSNNEMSLSDIEIYGFDYDYTLVFYSKHLHTLIFNAARDLLINEHRYPAEIRKYEYDPNFAIRGLHYDVQRAVLMKIDAFHYIQLGTVYRGLSVVPDEEVIEMYEGSHVPLEQMSDFYGKSSHGNTMKQFMDIFSLPEMTLLSCVNEYFLKNNIDYEPVHLYKDVKDSIRDVHIKGIMYRAIEADIEKYICYAEQTRAVLAKLADHGKKMFLITN.... Result: 1 (interaction). (8) The miRNA is hsa-miR-363-5p with sequence CGGGUGGAUCACGAUGCAAUUU. The protein sequence of the target gene is MNVVFAVKQYISKMIEDSGPGMKVLLMDKETTGIVSMVYTQSEILQKEVYLFERIDSQNREIMKHLKAICFLRPTKENVDYIIQELRRPKYTIYFIYFSNVISKSDVKSLAEADEQEVVAEVQEFYGDYIAVNPHLFSLNILGCCQGRNWDPAQLSRTTQGLTALLLSLKKCPMIRYQLSSEAAKRLAECVKQVITKEYELFEFRRTEVPPLLLILDRCDDAITPLLNQWTYQAMVHELLGINNNRIDLSRVPGISKDLREVVLSAENDEFYANNMYLNFAEIGSNIKNLMEDFQKKKPK.... Result: 0 (no interaction).